Predict the product of the given reaction. From a dataset of Forward reaction prediction with 1.9M reactions from USPTO patents (1976-2016). (1) Given the reactants [C:1]([O:5][C:6]([NH:8][C@@H:9]1[CH2:13][CH2:12][NH:11][CH2:10]1)=[O:7])([CH3:4])([CH3:3])[CH3:2].C(N(CC)CC)C.[CH2:21]([O:28][C:29](Cl)=[O:30])[C:22]1[CH:27]=[CH:26][CH:25]=[CH:24][CH:23]=1.O, predict the reaction product. The product is: [CH2:21]([O:28][C:29]([N:11]1[CH2:12][CH2:13][C@@H:9]([NH:8][C:6]([O:5][C:1]([CH3:4])([CH3:2])[CH3:3])=[O:7])[CH2:10]1)=[O:30])[C:22]1[CH:27]=[CH:26][CH:25]=[CH:24][CH:23]=1. (2) Given the reactants [OH:1][C:2]1[CH:7]=[C:6]([C:8]([O:10][CH3:11])=[O:9])[CH:5]=[CH:4][C:3]=1[C:12]1[CH:17]=[CH:16][CH:15]=[CH:14][C:13]=1[CH3:18].C(=O)([O-])[O-].[K+].[K+].[CH2:25](Br)[CH3:26], predict the reaction product. The product is: [CH2:25]([O:1][C:2]1[CH:7]=[C:6]([C:8]([O:10][CH3:11])=[O:9])[CH:5]=[CH:4][C:3]=1[C:12]1[CH:17]=[CH:16][CH:15]=[CH:14][C:13]=1[CH3:18])[CH3:26]. (3) Given the reactants Cl.[F:2][C:3]1([F:9])[CH2:7][CH2:6][CH:5]([NH2:8])[CH2:4]1.[N-:10]([C:13]#[N:14])[C:11]#[N:12].[Na+], predict the reaction product. The product is: [F:2][C:3]1([F:9])[CH2:7][CH2:6][CH:5]([NH:8][C:11]([NH:10][C:13]([NH:8][CH:5]2[CH2:6][CH2:7][C:3]([F:9])([F:2])[CH2:4]2)=[NH:14])=[NH:12])[CH2:4]1. (4) The product is: [CH3:21][C:8]1([CH3:22])[C:7]2[C:12](=[CH:13][CH:14]=[C:5]([C:3]([OH:4])=[O:2])[CH:6]=2)[NH:11][CH:10]([C:15]2[CH:16]=[N:17][CH:18]=[CH:19][CH:20]=2)[CH2:9]1. Given the reactants C[O:2][C:3]([C:5]1[CH:6]=[C:7]2[C:12](=[CH:13][CH:14]=1)[NH:11][CH:10]([C:15]1[CH:16]=[N:17][CH:18]=[CH:19][CH:20]=1)[CH2:9][C:8]2([CH3:22])[CH3:21])=[O:4].[OH-].[Na+].Cl, predict the reaction product.